Dataset: Forward reaction prediction with 1.9M reactions from USPTO patents (1976-2016). Task: Predict the product of the given reaction. Given the reactants [NH2:1][C:2]1[CH:7]=[CH:6][N:5]([C@H:8]2[C@H:12]([O:13][C:14](=[O:17])[CH2:15][CH3:16])[C@H:11]([F:18])[C@@:10]([N:21]=[N+:22]=[N-:23])([CH2:19][OH:20])[O:9]2)[C:4](=[O:24])[N:3]=1.C([Mg]Cl)(C)(C)C.Cl[C:32]1[CH:41]=[CH:40][C:39]2[C:34](=[CH:35][CH:36]=[CH:37][CH:38]=2)[C:33]=1[O:42][P:43](=[N:45][C@@H:46]([CH3:53])[C:47]([O:49][CH:50]([CH3:52])[CH3:51])=[O:48])=[O:44].CO, predict the reaction product. The product is: [CH:50]([O:49][C:47](=[O:48])[C@@H:46]([N:45]=[P:43]([O:42][C:33]1[C:34]2[C:39](=[CH:38][CH:37]=[CH:36][CH:35]=2)[CH:40]=[CH:41][C:32]=1[O:20][CH2:19][C@:10]1([N:21]=[N+:22]=[N-:23])[C@@H:11]([F:18])[C@@H:12]([O:13][C:14](=[O:17])[CH2:15][CH3:16])[C@H:8]([N:5]2[CH:6]=[CH:7][C:2]([NH2:1])=[N:3][C:4]2=[O:24])[O:9]1)=[O:44])[CH3:53])([CH3:51])[CH3:52].